Dataset: Forward reaction prediction with 1.9M reactions from USPTO patents (1976-2016). Task: Predict the product of the given reaction. (1) Given the reactants [NH2:1][C:2]1[C:7]([Br:8])=[N:6][C:5]([Br:9])=[CH:4][N:3]=1.[Br:10][CH2:11][C:12](O[C:12](=[O:13])[CH2:11][Br:10])=[O:13], predict the reaction product. The product is: [Br:10][CH2:11][C:12]([NH:1][C:2]1[C:7]([Br:8])=[N:6][C:5]([Br:9])=[CH:4][N:3]=1)=[O:13]. (2) Given the reactants [CH:1]1([CH:7]([NH:20][C:21]2[CH:29]=[CH:28][C:24](C(O)=O)=[CH:23][CH:22]=2)[C:8]2[N:12]([CH3:13])[C:11]3[CH:14]=[C:15]([O:18][CH3:19])[CH:16]=[CH:17][C:10]=3[N:9]=2)[CH2:6][CH2:5][CH2:4][CH2:3][CH2:2]1.CNC[CH2:33][C:34]([O:36][CH2:37][CH3:38])=[O:35].O.ON1C2C=CC=CC=2N=N1.Cl.C(N=C=NCCCN(C)C)C.[Cl-].[NH4+].[CH3:64][N:65]([CH3:68])[CH:66]=[O:67], predict the reaction product. The product is: [CH:1]1([CH:7]([NH:20][C:21]2[CH:22]=[CH:23][C:24]([C:66]([N:65]([CH3:68])[CH2:64][CH2:33][C:34]([O:36][CH2:37][CH3:38])=[O:35])=[O:67])=[CH:28][CH:29]=2)[C:8]2[N:12]([CH3:13])[C:11]3[CH:14]=[C:15]([O:18][CH3:19])[CH:16]=[CH:17][C:10]=3[N:9]=2)[CH2:2][CH2:3][CH2:4][CH2:5][CH2:6]1. (3) The product is: [C:12]([C:16]1[CH:17]=[CH:18][C:19]([C:20]([NH:1][C:2]2[CH:3]=[C:4]([S:8]([OH:11])(=[O:9])=[O:10])[CH:5]=[CH:6][CH:7]=2)=[O:21])=[CH:23][CH:24]=1)([CH3:15])([CH3:13])[CH3:14]. Given the reactants [NH2:1][C:2]1[CH:3]=[C:4]([S:8]([OH:11])(=[O:10])=[O:9])[CH:5]=[CH:6][CH:7]=1.[C:12]([C:16]1[CH:24]=[CH:23][C:19]([C:20](Cl)=[O:21])=[CH:18][CH:17]=1)([CH3:15])([CH3:14])[CH3:13], predict the reaction product.